This data is from Forward reaction prediction with 1.9M reactions from USPTO patents (1976-2016). The task is: Predict the product of the given reaction. (1) The product is: [CH:2]([C:6]1[CH:7]=[CH:8][C:9]([CH2:10][NH:11][C:28](=[O:29])[CH2:27][CH2:26][C:18]2[CH:19]=[CH:20][C:21]([O:22][CH2:23][C:24]#[CH:25])=[C:16]([O:15][CH3:14])[CH:17]=2)=[CH:12][CH:13]=1)=[O:3]. Given the reactants O1CC[O:3][CH:2]1[C:6]1[CH:13]=[CH:12][C:9]([CH2:10][NH2:11])=[CH:8][CH:7]=1.[CH3:14][O:15][C:16]1[CH:17]=[C:18]([CH2:26][CH2:27][C:28](O)=[O:29])[CH:19]=[CH:20][C:21]=1[O:22][CH2:23][C:24]#[CH:25], predict the reaction product. (2) The product is: [CH3:1][C:2]1([CH3:17])[O:15][C:6]2=[N:7][C:8]([C:11]([F:14])([F:13])[F:12])=[CH:9][CH:10]=[C:5]2[C@H:4]([NH:24][S:22]([C:19]([CH3:21])([CH3:20])[CH3:18])=[O:23])[CH2:3]1. Given the reactants [CH3:1][C:2]1([CH3:17])[O:15][C:6]2=[N:7][C:8]([C:11]([F:14])([F:13])[F:12])=[CH:9][CH:10]=[C:5]2[C:4](=O)[CH2:3]1.[CH3:18][C:19]([S@:22]([NH2:24])=[O:23])([CH3:21])[CH3:20].[BH4-].[Na+].C(O)(=O)CC(CC(O)=O)(C(O)=O)O, predict the reaction product. (3) Given the reactants [CH:1]1([NH:6][C:7]2[N:12]=[C:11]([C:13]3[C:14]([C:27]4[CH:32]=[CH:31][C:30]([F:33])=[CH:29][CH:28]=4)=[N:15][N:16]4[CH:21]=[C:20]([C:22](OCC)=[O:23])[CH:19]=[CH:18][C:17]=34)[CH:10]=[CH:9][N:8]=2)[CH2:5][CH2:4][CH2:3][CH2:2]1.[H-].C([Al+]CC(C)C)C(C)C.[C@H](O)(C([O-])=O)[C@@H](O)C([O-])=O.[Na+].[K+], predict the reaction product. The product is: [CH:1]1([NH:6][C:7]2[N:12]=[C:11]([C:13]3[C:14]([C:27]4[CH:28]=[CH:29][C:30]([F:33])=[CH:31][CH:32]=4)=[N:15][N:16]4[CH:21]=[C:20]([CH2:22][OH:23])[CH:19]=[CH:18][C:17]=34)[CH:10]=[CH:9][N:8]=2)[CH2:2][CH2:3][CH2:4][CH2:5]1. (4) Given the reactants Br[C:2]1[CH:7]=[CH:6][C:5]([N:8]([C:13]2[C:32]([CH:33]3[CH2:35][CH2:34]3)=[CH:31][C:16]3[C:17]([C:27]([NH:29][CH3:30])=[O:28])=[C:18]([C:20]4[CH:25]=[CH:24][C:23]([F:26])=[CH:22][CH:21]=4)[O:19][C:15]=3[CH:14]=2)[S:9]([CH3:12])(=[O:11])=[O:10])=[CH:4][CH:3]=1.C([O-])(=O)C.[K+].[B:41]1([B:41]2[O:45][C:44]([CH3:47])([CH3:46])[C:43]([CH3:49])([CH3:48])[O:42]2)[O:45][C:44]([CH3:47])([CH3:46])[C:43]([CH3:49])([CH3:48])[O:42]1, predict the reaction product. The product is: [CH:33]1([C:32]2[C:13]([N:8]([C:5]3[CH:6]=[CH:7][C:2]([B:41]4[O:45][C:44]([CH3:47])([CH3:46])[C:43]([CH3:49])([CH3:48])[O:42]4)=[CH:3][CH:4]=3)[S:9]([CH3:12])(=[O:11])=[O:10])=[CH:14][C:15]3[O:19][C:18]([C:20]4[CH:25]=[CH:24][C:23]([F:26])=[CH:22][CH:21]=4)=[C:17]([C:27]([NH:29][CH3:30])=[O:28])[C:16]=3[CH:31]=2)[CH2:35][CH2:34]1.